This data is from Catalyst prediction with 721,799 reactions and 888 catalyst types from USPTO. The task is: Predict which catalyst facilitates the given reaction. (1) Reactant: [Cl:1][C:2]1[CH:7]=[CH:6][CH:5]=[C:4]([Cl:8])[C:3]=1[C:9]1[NH:13][C:12]([C:14]2[N:19]=[C:18]3[N:20]([CH2:28][CH:29]([CH3:31])[CH3:30])[C:21]([N:23]=[CH:24][N:25]([CH3:27])[CH3:26])=[N:22][C:17]3=[CH:16][CH:15]=2)=[C:11]([C:32]2[CH:37]=[CH:36][CH:35]=[CH:34][CH:33]=2)[N:10]=1.IC.[C:40]([O-])([O-])=O.[Cs+].[Cs+]. Product: [Cl:8][C:4]1[CH:5]=[CH:6][CH:7]=[C:2]([Cl:1])[C:3]=1[C:9]1[N:13]([CH3:40])[C:12]([C:14]2[N:19]=[C:18]3[N:20]([CH2:28][CH:29]([CH3:31])[CH3:30])[C:21]([N:23]=[CH:24][N:25]([CH3:27])[CH3:26])=[N:22][C:17]3=[CH:16][CH:15]=2)=[C:11]([C:32]2[CH:37]=[CH:36][CH:35]=[CH:34][CH:33]=2)[N:10]=1. The catalyst class is: 3. (2) Reactant: [N:1]1([CH:7]=[CH:8][C:9]([O:11][CH2:12][CH3:13])=[O:10])[CH2:6][CH2:5][CH2:4][CH2:3][CH2:2]1.[F:14][CH:15]([F:19])[C:16](F)=[O:17].C(N(CC)CC)C. Product: [F:14][CH:15]([F:19])[C:16](=[O:17])[C:8](=[CH:7][N:1]1[CH2:6][CH2:5][CH2:4][CH2:3][CH2:2]1)[C:9]([O:11][CH2:12][CH3:13])=[O:10]. The catalyst class is: 11. (3) Reactant: [F:1][CH:2]([F:22])[C:3]1[CH:4]=[C:5](B(O)O)[CH:6]=[N:7][C:8]=1[N:9]1[CH2:14][CH2:13][CH:12]([C:15]([OH:18])([CH3:17])[CH3:16])[CH2:11][CH2:10]1.Br[C:24]1[C:33]2[C:28](=[CH:29][C:30]([O:36][CH3:37])=[C:31]([O:34][CH3:35])[CH:32]=2)[N:27]=[N:26][CH:25]=1.O1CCOCC1.C(=O)([O-])[O-].[Cs+].[Cs+]. Product: [F:1][CH:2]([F:22])[C:3]1[C:8]([N:9]2[CH2:14][CH2:13][CH:12]([C:15]([OH:18])([CH3:17])[CH3:16])[CH2:11][CH2:10]2)=[N:7][CH:6]=[C:5]([C:24]2[C:33]3[C:28](=[CH:29][C:30]([O:36][CH3:37])=[C:31]([O:34][CH3:35])[CH:32]=3)[N:27]=[N:26][CH:25]=2)[CH:4]=1. The catalyst class is: 522.